Task: Predict which catalyst facilitates the given reaction.. Dataset: Catalyst prediction with 721,799 reactions and 888 catalyst types from USPTO (1) Product: [C:20]([C:22]1[CH:23]=[C:24]([CH:28]=[C:29]([I:33])[C:30]=1[O:31][CH3:32])[C:25]([N:3]1[C:4]2[CH:9]=[CH:8][CH:7]=[CH:6][C:5]=2[S:1][CH2:2]1)=[O:26])#[N:21]. Reactant: [S:1]1[C:5]2[CH:6]=[CH:7][CH:8]=[CH:9][C:4]=2[NH:3][CH2:2]1.NC1C=CC=CC=1S.C=O.[C:20]([C:22]1[CH:23]=[C:24]([CH:28]=[C:29]([I:33])[C:30]=1[O:31][CH3:32])[C:25](Cl)=[O:26])#[N:21]. The catalyst class is: 236. (2) Reactant: [NH:1]1[CH:5]=[CH:4][N:3]=[CH:2]1.[F:6][C:7]([F:12])([F:11])[C:8]([OH:10])=[O:9].[Cl:13][C:14]1[CH:15]=[CH:16][C:17](I)=[C:18]([C:20]2[N:21]=[CH:22][N:23]([C@@H:27]3[C:43]4[CH:44]=[C:39]([CH:40]=[CH:41][N:42]=4)[C:38]4[N:37]([CH3:45])[N:36]=[CH:35][C:34]=4[NH:33][C:32](=[O:46])[C@H:31]([CH3:47])[CH2:30][CH2:29][CH2:28]3)[C:24](=[O:26])[CH:25]=2)[CH:19]=1.N1CCC[C@H]1C(O)=O.C([O-])([O-])=O.[K+].[K+]. Product: [F:6][C:7]([F:12])([F:11])[C:8]([OH:10])=[O:9].[Cl:13][C:14]1[CH:15]=[CH:16][C:17]([N:1]2[CH:5]=[CH:4][N:3]=[CH:2]2)=[C:18]([C:20]2[N:21]=[CH:22][N:23]([C@@H:27]3[C:43]4[CH:44]=[C:39]([CH:40]=[CH:41][N:42]=4)[C:38]4[N:37]([CH3:45])[N:36]=[CH:35][C:34]=4[NH:33][C:32](=[O:46])[C@H:31]([CH3:47])[CH2:30][CH2:29][CH2:28]3)[C:24](=[O:26])[CH:25]=2)[CH:19]=1. The catalyst class is: 156. (3) Reactant: [Cl:1][C:2]1[CH:7]=[CH:6][C:5]([CH:8]2[C:12]3[NH:13][C:14]([CH3:16])=[N:15][C:11]=3[C:10](=[O:17])[N:9]2[C:18]2[CH:27]=[C:26]([CH3:28])[C:21]3[N:22]=[N:23][N:24]([CH3:25])[C:20]=3[CH:19]=2)=[CH:4][CH:3]=1.C([O-])([O-])=O.[K+].[K+].[CH:35](I)([CH3:37])[CH3:36].O. Product: [Cl:1][C:2]1[CH:7]=[CH:6][C:5]([CH:8]2[C:12]3[N:13]([CH:35]([CH3:37])[CH3:36])[C:14]([CH3:16])=[N:15][C:11]=3[C:10](=[O:17])[N:9]2[C:18]2[CH:27]=[C:26]([CH3:28])[C:21]3[N:22]=[N:23][N:24]([CH3:25])[C:20]=3[CH:19]=2)=[CH:4][CH:3]=1. The catalyst class is: 23. (4) Reactant: Cl[C:2]1[C:11]2=[N:12][N:13](CC3C=CC(OC)=CC=3)[CH:14]=[C:10]2[C:9]2[CH:8]=[CH:7][N:6]=[CH:5][C:4]=2[N:3]=1.[NH:24]1[C:32]2[C:27](=[CH:28][CH:29]=[C:30]([NH2:33])[CH:31]=2)[CH:26]=[N:25]1.Cl. Product: [NH:24]1[C:32]2[C:27](=[CH:28][CH:29]=[C:30]([NH:33][C:2]3[C:11]4[C:10](=[CH:14][NH:13][N:12]=4)[C:9]4[C:4]([N:3]=3)=[CH:5][N:6]=[CH:7][CH:8]=4)[CH:31]=2)[CH:26]=[N:25]1. The catalyst class is: 71. (5) Reactant: [N:1]1[CH:6]=[CH:5][CH:4]=[CH:3][CH:2]=1.FC(F)(F)S(O[C:13]1[CH:18]=[C:17]([CH3:19])[C:16]([CH3:20])=[CH:15][C:14]=1[Si](C)(C)C)(=O)=O.[F-].[K+].[O:29]1CCOCCOCCOCCOCCOCC1. Product: [CH3:20][C:16]1[CH:15]=[C:14]([N:1]2[CH:6]=[CH:5][CH:4]=[CH:3][C:2]2=[O:29])[CH:13]=[CH:18][C:17]=1[CH3:19]. The catalyst class is: 1. (6) Reactant: [CH2:1]([N:5]1[C:13]2[C:12](=[O:14])[NH:11][C:10](=[O:15])[N:9]([CH3:16])[C:8]=2[N:7]=[CH:6]1)[C:2]#[C:3][CH3:4].[Cl:17]N1C(=O)CCC1=O. Product: [CH2:1]([N:5]1[C:13]2[C:12](=[O:14])[NH:11][C:10](=[O:15])[N:9]([CH3:16])[C:8]=2[N:7]=[C:6]1[Cl:17])[C:2]#[C:3][CH3:4]. The catalyst class is: 42.